The task is: Predict the product of the given reaction.. This data is from Forward reaction prediction with 1.9M reactions from USPTO patents (1976-2016). (1) Given the reactants [C:1]([O:9][CH2:10][C@H:11]1[O:15][C@@H:14](C(O)=O)[CH2:13][O:12]1)(=[O:8])[C:2]1[CH:7]=[CH:6][CH:5]=[CH:4][CH:3]=1.N1C=CC=CC=1.[C:25]([O-:28])(=[O:27])[CH3:26].[C:25]([O-:28])(=[O:27])[CH3:26].[C:25]([O-:28])(=[O:27])[CH3:26].[C:25]([O-:28])(=[O:27])[CH3:26].[Pb+4], predict the reaction product. The product is: [C:1]([O:9][CH2:10][C@H:11]1[O:15][CH:14]([O:28][C:25](=[O:27])[CH3:26])[CH2:13][O:12]1)(=[O:8])[C:2]1[CH:3]=[CH:4][CH:5]=[CH:6][CH:7]=1. (2) Given the reactants CCN(C(C)C)C(C)C.Cl.[NH2:11][CH2:12][C:13]([N:15]1[CH2:20][CH2:19][N:18]([C:21](=[O:32])[C:22]2[CH:27]=[CH:26][CH:25]=[CH:24][C:23]=2[C:28]([F:31])([F:30])[F:29])[CH2:17][CH2:16]1)=[O:14].C1C=CC2N(O)N=NC=2C=1.CCN=C=NCCCN(C)C.[CH3:54][C:55]1[N:59]([C:60]2[CH:65]=[CH:64][CH:63]=[CH:62][CH:61]=2)[N:58]=[CH:57][C:56]=1[C:66](O)=[O:67], predict the reaction product. The product is: [O:14]=[C:13]([N:15]1[CH2:16][CH2:17][N:18]([C:21](=[O:32])[C:22]2[CH:27]=[CH:26][CH:25]=[CH:24][C:23]=2[C:28]([F:31])([F:29])[F:30])[CH2:19][CH2:20]1)[CH2:12][NH:11][C:66]([C:56]1[CH:57]=[N:58][N:59]([C:60]2[CH:65]=[CH:64][CH:63]=[CH:62][CH:61]=2)[C:55]=1[CH3:54])=[O:67].